Dataset: Catalyst prediction with 721,799 reactions and 888 catalyst types from USPTO. Task: Predict which catalyst facilitates the given reaction. (1) Reactant: [Cl:1][C:2]1[N:6]([CH2:7][C:8]([O:10]CC)=[O:9])[N:5]=[C:4]([C:13]([F:16])([F:15])[F:14])[CH:3]=1.[OH-].[Na+]. Product: [Cl:1][C:2]1[N:6]([CH2:7][C:8]([OH:10])=[O:9])[N:5]=[C:4]([C:13]([F:16])([F:14])[F:15])[CH:3]=1. The catalyst class is: 30. (2) Reactant: [I:1][C:2]1[CH:3]=[C:4]([NH2:9])[C:5]([NH2:8])=[CH:6][CH:7]=1.[CH:10](=O)[CH:11]=O.C(O)(=O)C.C(O)C. Product: [I:1][C:2]1[CH:3]=[C:4]2[C:5](=[CH:6][CH:7]=1)[N:8]=[CH:11][CH:10]=[N:9]2. The catalyst class is: 6. (3) Reactant: [OH:1][CH2:2][C:3]1([CH2:6][O:7][C:8]2[CH:13]=[CH:12][C:11]([CH:14]([C:20]#[C:21][CH3:22])[CH2:15][C:16]([O:18][CH3:19])=[O:17])=[CH:10][CH:9]=2)[CH2:5][CH2:4]1.[C:23]1(O)[CH:28]=[CH:27][CH:26]=[CH:25][CH:24]=1.C1(P(C2C=CC=CC=2)C2C=CC=CC=2)C=CC=CC=1.N(C(OC(C)C)=O)=NC(OC(C)C)=O. Product: [O:1]([CH2:2][C:3]1([CH2:6][O:7][C:8]2[CH:9]=[CH:10][C:11]([CH:14]([C:20]#[C:21][CH3:22])[CH2:15][C:16]([O:18][CH3:19])=[O:17])=[CH:12][CH:13]=2)[CH2:5][CH2:4]1)[C:23]1[CH:28]=[CH:27][CH:26]=[CH:25][CH:24]=1. The catalyst class is: 2. (4) Reactant: [CH3:1][C:2]1[N:3]=[C:4]([C:11]2[CH:16]=[CH:15][CH:14]=[CH:13][C:12]=2[O:17][CH2:18][C:19]2[CH:24]=[CH:23][CH:22]=[CH:21][CH:20]=2)[NH:5][C:6](=[O:10])[C:7]=1[C:8]#[N:9].[OH-].[Na+].I[CH2:28][CH2:29][C:30]1[CH:35]=[CH:34][CH:33]=[CH:32][CH:31]=1.O. Product: [CH3:1][C:2]1[N:3]=[C:4]([C:11]2[CH:16]=[CH:15][CH:14]=[CH:13][C:12]=2[O:17][CH2:18][C:19]2[CH:24]=[CH:23][CH:22]=[CH:21][CH:20]=2)[N:5]([CH2:28][CH2:29][C:30]2[CH:35]=[CH:34][CH:33]=[CH:32][CH:31]=2)[C:6](=[O:10])[C:7]=1[C:8]#[N:9]. The catalyst class is: 8. (5) Reactant: [CH3:1][C:2](=[O:6])[CH:3]=[CH:4][CH3:5].Cl[Mg][CH2:9][Si:10]([CH3:13])([CH3:12])[CH3:11]. Product: [CH3:5][CH:4]([CH2:9][Si:10]([CH3:13])([CH3:12])[CH3:11])[CH2:3][C:2](=[O:6])[CH3:1]. The catalyst class is: 27. (6) Reactant: [O:1]1[C:5]2[CH:6]=[CH:7][C:8]([CH2:10][NH:11][C:12]([NH2:14])=[S:13])=[CH:9][C:4]=2[O:3][CH2:2]1.Cl[CH2:16][C:17](O)=[O:18]. Product: [O:1]1[C:5]2[CH:6]=[CH:7][C:8]([CH2:10][NH:11][C:12]3[S:13][CH2:16][C:17](=[O:18])[N:14]=3)=[CH:9][C:4]=2[O:3][CH2:2]1. The catalyst class is: 17. (7) The catalyst class is: 35. Product: [N:22]([CH2:2][CH2:3][C:4]1[CH:5]=[C:6]([CH:19]=[CH:20][CH:21]=1)[CH2:7][CH:8]1[C:12](=[O:13])[CH:11]=[C:10]([O:14][CH2:15][CH:16]([CH3:18])[CH3:17])[CH2:9]1)=[N+:23]=[N-:24]. Reactant: I[CH2:2][CH2:3][C:4]1[CH:5]=[C:6]([CH:19]=[CH:20][CH:21]=1)[CH2:7][CH:8]1[C:12](=[O:13])[CH:11]=[C:10]([O:14][CH2:15][CH:16]([CH3:18])[CH3:17])[CH2:9]1.[N-:22]=[N+:23]=[N-:24].[Na+]. (8) Reactant: [Cl:1][C:2]1[C:3]([I:10])=[C:4]([OH:9])[CH:5]=[C:6]([Cl:8])[CH:7]=1.[CH3:11]I. Product: [Cl:1][C:2]1[CH:7]=[C:6]([Cl:8])[CH:5]=[C:4]([O:9][CH3:11])[C:3]=1[I:10]. The catalyst class is: 3.